The task is: Predict the reaction yield, written as a fraction of the theoretical maximum amount of product (1.0 means a 100% yield; for example, 0.34 means a 34% yield).. This data is from Reaction yield outcomes from USPTO patents with 853,638 reactions. (1) The reactants are [NH2:1][C:2]1[CH:13]=[C:5]2[CH2:6][N:7]([C:10](=[O:12])[CH3:11])[CH2:8][CH2:9][N:4]2[N:3]=1.Br[C:15]1[C:16](=[O:23])[N:17]([CH3:22])[CH:18]=[C:19]([Br:21])[CH:20]=1.C(=O)([O-])[O-].[Cs+].[Cs+].CC1(C)C2C(=C(P(C3C=CC=CC=3)C3C=CC=CC=3)C=CC=2)OC2C(P(C3C=CC=CC=3)C3C=CC=CC=3)=CC=CC1=2. The catalyst is O1CCOCC1.[Pd].[Pd].C(=CC(C=CC1C=CC=CC=1)=O)C1C=CC=CC=1.C(=CC(C=CC1C=CC=CC=1)=O)C1C=CC=CC=1.C(=CC(C=CC1C=CC=CC=1)=O)C1C=CC=CC=1.CO.CCOCC.CCOC(C)=O.O. The product is [C:10]([N:7]1[CH2:8][CH2:9][N:4]2[N:3]=[C:2]([NH:1][C:15]3[C:16](=[O:23])[N:17]([CH3:22])[CH:18]=[C:19]([Br:21])[CH:20]=3)[CH:13]=[C:5]2[CH2:6]1)(=[O:12])[CH3:11]. The yield is 0.410. (2) The reactants are Br[C:2]1[CH:3]=[CH:4][C:5]2[N:6]([C:15]3[CH:20]=[CH:19][CH:18]=[CH:17][CH:16]=3)[C:7]3[C:12]([C:13]=2[CH:14]=1)=[CH:11][CH:10]=[CH:9][CH:8]=3.C([Li])CCC.[B:26](OC)([O:29]C)[O:27]C.Cl. The catalyst is CCCCCC.O1CCCC1. The product is [C:7]1([N:6]2[C:5]3[CH:13]=[CH:14][C:2]([B:26]([OH:29])[OH:27])=[CH:3][C:4]=3[C:20]3[C:15]2=[CH:16][CH:17]=[CH:18][CH:19]=3)[CH:12]=[CH:11][CH:10]=[CH:9][CH:8]=1. The yield is 0.680. (3) The reactants are [CH:1]1(/[CH:6]=[CH:7]\[C:8]2[CH:41]=[CH:40][CH:39]=[C:38]([CH3:42])[C:9]=2[O:10][C:11]2[CH:16]=[CH:15][C:14]([S:17]([CH2:20][CH3:21])(=[O:19])=[O:18])=[CH:13][C:12]=2[C:22]2[C:23]3[CH:32]=[C:31]([C:33]([NH:35][CH2:36][CH3:37])=[O:34])[NH:30][C:24]=3[C:25](=[O:29])[N:26]([CH3:28])[CH:27]=2)[CH2:5][CH2:4][CH2:3][CH2:2]1.C(O)(=O)C.[H][H]. The catalyst is CO.C(OCC)(=O)C.[Pd]. The product is [CH:1]1([CH2:6][CH2:7][C:8]2[CH:41]=[CH:40][CH:39]=[C:38]([CH3:42])[C:9]=2[O:10][C:11]2[CH:16]=[CH:15][C:14]([S:17]([CH2:20][CH3:21])(=[O:19])=[O:18])=[CH:13][C:12]=2[C:22]2[C:23]3[CH:32]=[C:31]([C:33]([NH:35][CH2:36][CH3:37])=[O:34])[NH:30][C:24]=3[C:25](=[O:29])[N:26]([CH3:28])[CH:27]=2)[CH2:5][CH2:4][CH2:3][CH2:2]1. The yield is 0.596. (4) The reactants are [CH:1]1([C:5]2[C:13]([C:14]3[NH:18][CH:17]=[N:16][N:15]=3)=[CH:12][C:8]([C:9]([OH:11])=O)=[C:7]([CH3:19])[CH:6]=2)[CH2:4][CH2:3][CH2:2]1.Cl.[F:21][C:22]1([C:28]2[CH:35]=[CH:34][C:31]([C:32]#[N:33])=[CH:30][CH:29]=2)[CH2:27][CH2:26][NH:25][CH2:24][CH2:23]1.O.ON1C2C=CC=CC=2N=N1.Cl.C(N=C=NCCCN(C)C)C.CCN(C(C)C)C(C)C. The catalyst is C(OCC)(=O)C.CN(C=O)C. The product is [CH:1]1([C:5]2[C:13]([C:14]3[NH:18][CH:17]=[N:16][N:15]=3)=[CH:12][C:8]([C:9]([N:25]3[CH2:26][CH2:27][C:22]([C:28]4[CH:35]=[CH:34][C:31]([C:32]#[N:33])=[CH:30][CH:29]=4)([F:21])[CH2:23][CH2:24]3)=[O:11])=[C:7]([CH3:19])[CH:6]=2)[CH2:2][CH2:3][CH2:4]1. The yield is 0.560. (5) The reactants are [Cl:1][C:2]1[C:15]([Cl:16])=[CH:14][CH:13]=[CH:12][C:3]=1[CH2:4][C:5]1[CH:10]=[CH:9][C:8]([NH2:11])=[CH:7][CH:6]=1.C([O:19][CH:20]=[C:21]([C:27](OCC)=O)[C:22]([O:24][CH2:25][CH3:26])=[O:23])C. The catalyst is C1(C)C=CC=CC=1. The product is [Cl:1][C:2]1[C:15]([Cl:16])=[CH:14][CH:13]=[CH:12][C:3]=1[CH2:4][C:5]1[CH:6]=[C:7]2[C:8](=[CH:9][CH:10]=1)[NH:11][CH:27]=[C:21]([C:22]([O:24][CH2:25][CH3:26])=[O:23])[C:20]2=[O:19]. The yield is 0.680.